From a dataset of Full USPTO retrosynthesis dataset with 1.9M reactions from patents (1976-2016). Predict the reactants needed to synthesize the given product. (1) Given the product [OH:25]/[N:24]=[C:2]1\[CH2:3][C:4]2([O:17][C:18]3[C:23]\1=[CH:22][CH:21]=[CH:20][CH:19]=3)[CH2:9][CH2:8][N:7]([C:10]([O:12][C:13]([CH3:16])([CH3:15])[CH3:14])=[O:11])[CH2:6][CH2:5]2, predict the reactants needed to synthesize it. The reactants are: O=[C:2]1[C:23]2[C:18](=[CH:19][CH:20]=[CH:21][CH:22]=2)[O:17][C:4]2([CH2:9][CH2:8][N:7]([C:10]([O:12][C:13]([CH3:16])([CH3:15])[CH3:14])=[O:11])[CH2:6][CH2:5]2)[CH2:3]1.[NH2:24][OH:25].O. (2) Given the product [Br:1][C:2]1[CH:7]=[CH:6][C:5]([C@@H:8]([OH:9])[CH2:10][N:11]2[CH2:16][CH2:15][O:14][CH2:13][CH2:12]2)=[CH:4][CH:3]=1, predict the reactants needed to synthesize it. The reactants are: [Br:1][C:2]1[CH:7]=[CH:6][C:5]([C@@H:8]2[CH2:10][O:9]2)=[CH:4][CH:3]=1.[NH:11]1[CH2:16][CH2:15][O:14][CH2:13][CH2:12]1.O.[O-2].[O-2].[O-2].O=[Si]=O.O=[Si]=O.O=[Si]=O.O=[Si]=O.[Al+3].[Al+3]. (3) The reactants are: [C:1](=[O:3])=[O:2].C([O-])([O-])=O.[Cs+].[Cs+].[N+:10]([C:13]1[CH:18]=[CH:17][C:16]([C:19]#[CH:20])=[CH:15][CH:14]=1)([O-:12])=[O:11]. Given the product [N+:10]([C:13]1[CH:18]=[CH:17][C:16]([C:19]#[C:20][C:1]([OH:3])=[O:2])=[CH:15][CH:14]=1)([O-:12])=[O:11], predict the reactants needed to synthesize it. (4) Given the product [Cl:13][C:14]1[CH:22]=[C:21]([Cl:23])[CH:20]=[CH:19][C:15]=1[C:16]([NH:34][S:31]([C:28]1[CH:29]=[N:30][C:25]([Cl:24])=[CH:26][CH:27]=1)(=[O:32])=[O:33])=[O:18], predict the reactants needed to synthesize it. The reactants are: C(N1C=CN=C1)(N1C=CN=C1)=O.[Cl:13][C:14]1[CH:22]=[C:21]([Cl:23])[CH:20]=[CH:19][C:15]=1[C:16]([OH:18])=O.[Cl:24][C:25]1[N:30]=[CH:29][C:28]([S:31]([NH2:34])(=[O:33])=[O:32])=[CH:27][CH:26]=1.N12CCCN=C1CCCCC2. (5) Given the product [C:11]1([C:10]2[C:5]([C:3]3[N:4]=[C:28]([C:19]4[C:20]5[C:25](=[CH:24][CH:23]=[CH:22][CH:21]=5)[CH:26]=[CH:27][C:18]=4[OH:17])[O:1][N:2]=3)=[N:6][CH:7]=[CH:8][CH:9]=2)[CH:16]=[CH:15][CH:14]=[CH:13][CH:12]=1, predict the reactants needed to synthesize it. The reactants are: [OH:1][NH:2][C:3]([C:5]1[C:10]([C:11]2[CH:16]=[CH:15][CH:14]=[CH:13][CH:12]=2)=[CH:9][CH:8]=[CH:7][N:6]=1)=[NH:4].[OH:17][C:18]1[CH:27]=[CH:26][C:25]2[C:20](=[CH:21][CH:22]=[CH:23][CH:24]=2)[C:19]=1[C:28](O)=O. (6) Given the product [O:25]=[C:24]([C:10]1[O:11][C:7]([C:2]2[CH:3]=[CH:4][CH:5]=[CH:6][N:1]=2)=[CH:8][N:9]=1)[CH2:23][CH2:22][CH2:21][CH2:20][CH2:19][CH2:18][C:13]1[CH:14]=[CH:15][CH:16]=[CH:17][C:12]=1[CH3:27], predict the reactants needed to synthesize it. The reactants are: [N:1]1[CH:6]=[CH:5][CH:4]=[CH:3][C:2]=1[C:7]1[O:11][CH:10]=[N:9][CH:8]=1.[C:12]1([CH3:27])[CH:17]=[CH:16][CH:15]=[CH:14][C:13]=1[CH2:18][CH2:19][CH2:20][CH2:21][CH2:22][CH2:23][C:24](O)=[O:25]. (7) Given the product [NH2:34][C@@H:30]([CH2:29][CH2:28][NH:27][CH2:26][CH2:25][CH2:24][C:18]1[CH:19]=[C:20]([Cl:23])[CH:21]=[CH:22][C:17]=1[O:16][C:15]1[CH:42]=[C:43]([F:44])[C:12]([S:9](=[O:10])(=[O:11])[NH:8][C:46]2[N:47]=[CH:48][S:49][CH:50]=2)=[CH:13][C:14]=1[Cl:45])[C:31]([OH:33])=[O:32].[ClH:51], predict the reactants needed to synthesize it. The reactants are: C(OC([N:8]([C:46]1[N:47]=[CH:48][S:49][CH:50]=1)[S:9]([C:12]1[C:43]([F:44])=[CH:42][C:15]([O:16][C:17]2[CH:22]=[CH:21][C:20]([Cl:23])=[CH:19][C:18]=2[CH2:24][CH2:25][CH2:26][NH:27][CH2:28][CH2:29][C@H:30]([NH:34]C(OC(C)(C)C)=O)[C:31]([OH:33])=[O:32])=[C:14]([Cl:45])[CH:13]=1)(=[O:11])=[O:10])=O)(C)(C)C.[ClH:51].CCCCC. (8) Given the product [C:26](=[O:27])([O:28][C:29]1[CH:30]=[CH:31][C:32]([N+:35]([O-:37])=[O:36])=[CH:33][CH:34]=1)[O:24][C@H:19]([CH2:18][C:16]1[O:17][C:13]([C:10]2[CH:9]=[CH:8][C:7]([F:6])=[CH:12][CH:11]=2)=[N:14][N:15]=1)[C:20]([CH3:21])([CH3:23])[CH3:22], predict the reactants needed to synthesize it. The reactants are: C([Li])CCC.[F:6][C:7]1[CH:12]=[CH:11][C:10]([C:13]2[O:17][C:16]([CH2:18][C@@H:19]([OH:24])[C:20]([CH3:23])([CH3:22])[CH3:21])=[N:15][N:14]=2)=[CH:9][CH:8]=1.Cl[C:26]([O:28][C:29]1[CH:34]=[CH:33][C:32]([N+:35]([O-:37])=[O:36])=[CH:31][CH:30]=1)=[O:27]. (9) Given the product [NH2:49][CH2:48][C:47]([NH:46][CH:43]1[CH2:44][CH2:45][N:40]([C:37]2[CH:36]=[CH:35][C:34]([C:29]3[C:28]4[C:32](=[CH:33][C:25]([F:24])=[CH:26][CH:27]=4)[NH:31][CH:30]=3)=[CH:39][N:38]=2)[CH2:41][CH2:42]1)=[O:57], predict the reactants needed to synthesize it. The reactants are: FC1C=C2C(C(C3C=CC(N4CCC(N)CC4)=NC=3)=CN2)=CC=1.[F:24][C:25]1[CH:33]=[C:32]2[C:28]([C:29]([C:34]3[CH:35]=[CH:36][C:37]([N:40]4[CH2:45][CH2:44][CH:43]([NH:46][C:47](=[O:57])[CH2:48][NH:49]C(=O)OC(C)(C)C)[CH2:42][CH2:41]4)=[N:38][CH:39]=3)=[CH:30][NH:31]2)=[CH:27][CH:26]=1.